Dataset: NCI-60 drug combinations with 297,098 pairs across 59 cell lines. Task: Regression. Given two drug SMILES strings and cell line genomic features, predict the synergy score measuring deviation from expected non-interaction effect. Drug 1: CC1=C(C=C(C=C1)NC2=NC=CC(=N2)N(C)C3=CC4=NN(C(=C4C=C3)C)C)S(=O)(=O)N.Cl. Drug 2: C1CCC(C(C1)N)N.C(=O)(C(=O)[O-])[O-].[Pt+4]. Cell line: NCI-H322M. Synergy scores: CSS=5.66, Synergy_ZIP=1.06, Synergy_Bliss=2.26, Synergy_Loewe=0.594, Synergy_HSA=0.594.